Dataset: Retrosynthesis with 50K atom-mapped reactions and 10 reaction types from USPTO. Task: Predict the reactants needed to synthesize the given product. (1) Given the product CCOC(=O)CN1C(=O)C(c2ccc(C(F)(F)F)cc2)=NC12CCCC2, predict the reactants needed to synthesize it. The reactants are: CCOC(=O)CBr.O=C1NC2(CCCC2)N=C1c1ccc(C(F)(F)F)cc1. (2) Given the product COc1ccc(Oc2ccc(Cl)cc2/C=C2\C(=O)N(C(=O)OC(C)(C)C)c3cc(Cl)ccc32)cc1, predict the reactants needed to synthesize it. The reactants are: CC(C)(C)OC(=O)OC(=O)OC(C)(C)C.COc1ccc(Oc2ccc(Cl)cc2/C=C2\C(=O)Nc3cc(Cl)ccc32)cc1. (3) Given the product CCCC[C@]1(CC)CS(=O)(=O)c2cc(CP(=O)(OCC)OCC)c(OC)cc2[C@H](c2ccccc2)N1, predict the reactants needed to synthesize it. The reactants are: CCCC[C@]1(CC)CS(=O)(=O)c2cc(CBr)c(OC)cc2[C@H](c2ccccc2)N1.CCOP(OCC)OCC.